This data is from Catalyst prediction with 721,799 reactions and 888 catalyst types from USPTO. The task is: Predict which catalyst facilitates the given reaction. Reactant: [Cl:1][C:2]1[CH:3]=[C:4]([C:8]2[CH:16]=[CH:15][CH:14]=[C:13]3[C:9]=2[CH2:10][C:11](=[O:17])[NH:12]3)[CH:5]=[CH:6][CH:7]=1.[CH3:18][C:19]1[C:23]([C:24]([N:26]2[CH2:31][CH2:30][N:29]([CH3:32])[CH2:28][CH2:27]2)=[O:25])=[C:22]([CH3:33])[NH:21][C:20]=1[CH:34]=O. Product: [CH3:18][C:19]1[C:23]([C:24]([N:26]2[CH2:27][CH2:28][N:29]([CH3:32])[CH2:30][CH2:31]2)=[O:25])=[C:22]([CH3:33])[NH:21][C:20]=1[CH:34]=[C:10]1[C:9]2[C:13](=[CH:14][CH:15]=[CH:16][C:8]=2[C:4]2[CH:5]=[CH:6][CH:7]=[C:2]([Cl:1])[CH:3]=2)[NH:12][C:11]1=[O:17]. The catalyst class is: 360.